This data is from Forward reaction prediction with 1.9M reactions from USPTO patents (1976-2016). The task is: Predict the product of the given reaction. (1) Given the reactants [F:1][C:2]1[CH:3]=[C:4]([C:9]2[C:10]([C:17]#[N:18])=[CH:11][C:12]([O:15][CH3:16])=[CH:13][CH:14]=2)[CH:5]=[C:6]([F:8])[CH:7]=1.C(#N)C.[I:22]I.[B-](F)(F)(F)F.[B-](F)(F)(F)F.C1[N+]2(CCl)CC[N+](F)(CC2)C1, predict the reaction product. The product is: [F:1][C:2]1[CH:3]=[C:4]([C:9]2[C:10]([C:17]#[N:18])=[CH:11][C:12]([O:15][CH3:16])=[C:13]([I:22])[CH:14]=2)[CH:5]=[C:6]([F:8])[CH:7]=1. (2) The product is: [CH3:58][O:59][C:60]1[CH:65]=[CH:64][C:63]([CH2:66][CH2:67][CH3:68])=[CH:62][C:61]=1[C:69]1[N:70]=[C:71]([NH:74][C:43]([C@H:42]2[CH2:46][CH2:47][CH2:48][N:40]([C:33]([O:35][C:36]([CH3:37])([CH3:38])[CH3:39])=[O:34])[CH2:41]2)=[O:45])[S:72][CH:73]=1. Given the reactants CN(C(ON1N=NC2C=CC=CC1=2)=[N+](C)C)C.[B-](F)(F)(F)F.C1C=CC2N(O)N=NC=2C=1.[C:33]([N:40]1[CH2:48][CH2:47][CH2:46][C@H:42]([C:43]([OH:45])=O)[CH2:41]1)([O:35][C:36]([CH3:39])([CH3:38])[CH3:37])=[O:34].CCN(C(C)C)C(C)C.[CH3:58][O:59][C:60]1[CH:65]=[CH:64][C:63]([CH2:66][CH2:67][CH3:68])=[CH:62][C:61]=1[C:69]1[N:70]=[C:71]([NH2:74])[S:72][CH:73]=1, predict the reaction product. (3) Given the reactants [CH3:1][O:2][C:3](=[O:25])[C:4]1[CH:9]=[C:8](I)[CH:7]=[N:6][C:5]=1[O:11][C:12]1[CH:17]=[CH:16][C:15]([O:18][C:19]2[CH:24]=[CH:23][CH:22]=[CH:21][CH:20]=2)=[CH:14][CH:13]=1.[C:26]([O:30][C:31](=[O:39])[NH:32][CH:33]1[CH2:38][CH2:37][NH:36][CH2:35][CH2:34]1)([CH3:29])([CH3:28])[CH3:27].C(=O)([O-])[O-].[Cs+].[Cs+], predict the reaction product. The product is: [CH3:1][O:2][C:3]([C:4]1[CH:9]=[C:8]([N:36]2[CH2:35][CH2:34][CH:33]([NH:32][C:31]([O:30][C:26]([CH3:29])([CH3:28])[CH3:27])=[O:39])[CH2:38][CH2:37]2)[CH:7]=[N:6][C:5]=1[O:11][C:12]1[CH:17]=[CH:16][C:15]([O:18][C:19]2[CH:24]=[CH:23][CH:22]=[CH:21][CH:20]=2)=[CH:14][CH:13]=1)=[O:25]. (4) Given the reactants I[CH2:2][CH:3]1[CH2:8][CH2:7][N:6]([C:9]([O:11][C:12]([CH3:15])([CH3:14])[CH3:13])=[O:10])[CH2:5][CH2:4]1.[C:16]1([C:22]([N:24]2[CH2:29][CH2:28][N:27]([C:30]3[CH:35]=[CH:34][C:33]([OH:36])=[CH:32][CH:31]=3)[CH2:26][CH2:25]2)=[O:23])[CH:21]=[CH:20][CH:19]=[CH:18][CH:17]=1.C(=O)([O-])[O-].[K+].[K+].[I-].[K+].S([O-])([O-])(=O)=S.[Na+].[Na+], predict the reaction product. The product is: [C:16]1([C:22]([N:24]2[CH2:29][CH2:28][N:27]([C:30]3[CH:31]=[CH:32][C:33]([O:36][CH2:2][CH:3]4[CH2:8][CH2:7][N:6]([C:9]([O:11][C:12]([CH3:15])([CH3:14])[CH3:13])=[O:10])[CH2:5][CH2:4]4)=[CH:34][CH:35]=3)[CH2:26][CH2:25]2)=[O:23])[CH:17]=[CH:18][CH:19]=[CH:20][CH:21]=1. (5) Given the reactants Cl.[C:2]([NH2:6])(=O)[CH2:3][CH3:4].[CH3:7][O:8][CH:9]([O:17]C)[C:10]([C:13](OC)=O)=[CH:11][O-].[Na+].C[N:21](C)C=O, predict the reaction product. The product is: [CH2:3]([C:2]1[N:6]=[CH:13][C:10]([C:9]([O:8][CH3:7])=[O:17])=[CH:11][N:21]=1)[CH3:4]. (6) Given the reactants P([O-])([O-])([O-])=O.[K+].[K+].[K+].[Cl:9][C:10]1[C:15](I)=[CH:14][N:13]=[CH:12][N:11]=1.CC1(C)C(C)(C)OB([C:25]2[CH2:30][CH2:29][N:28]([C:31]([O:33][C:34]([CH3:37])([CH3:36])[CH3:35])=[O:32])[CH2:27][CH:26]=2)O1.COCCOC, predict the reaction product. The product is: [Cl:9][C:10]1[C:15]([C:25]2[CH2:30][CH2:29][N:28]([C:31]([O:33][C:34]([CH3:37])([CH3:36])[CH3:35])=[O:32])[CH2:27][CH:26]=2)=[CH:14][N:13]=[CH:12][N:11]=1.